Predict the product of the given reaction. From a dataset of Forward reaction prediction with 1.9M reactions from USPTO patents (1976-2016). (1) Given the reactants [C:1]1([CH:7]([C:11]2[CH:16]=[CH:15][CH:14]=[CH:13][CH:12]=2)[C:8](Cl)=[O:9])[CH:6]=[CH:5][CH:4]=[CH:3][CH:2]=1.[NH2:17][CH2:18][CH2:19][CH2:20][N:21]1[CH2:26][CH2:25][CH:24]([C:27]2[CH:28]=[C:29]([NH:34][C:35](=[O:39])[CH2:36][CH2:37][CH3:38])[CH:30]=[CH:31][C:32]=2[F:33])[CH2:23][CH2:22]1, predict the reaction product. The product is: [C:1]1([CH:7]([C:11]2[CH:16]=[CH:15][CH:14]=[CH:13][CH:12]=2)[C:8]([NH:17][CH2:18][CH2:19][CH2:20][N:21]2[CH2:26][CH2:25][CH:24]([C:27]3[CH:28]=[C:29]([NH:34][C:35](=[O:39])[CH2:36][CH2:37][CH3:38])[CH:30]=[CH:31][C:32]=3[F:33])[CH2:23][CH2:22]2)=[O:9])[CH:6]=[CH:5][CH:4]=[CH:3][CH:2]=1. (2) Given the reactants C(OC(=O)[NH:7][CH2:8][CH:9]([C:37]1[CH:42]=[CH:41][C:40]([Cl:43])=[CH:39][CH:38]=1)[C:10]([N:12]1[CH2:17][CH2:16][N:15]([C:18]2[C:19]3[C:26]([CH3:27])=[CH:25][N:24]([S:28]([C:31]4[CH:36]=[CH:35][CH:34]=[CH:33][CH:32]=4)(=[O:30])=[O:29])[C:20]=3[N:21]=[CH:22][N:23]=2)[CH2:14][CH2:13]1)=[O:11])(C)(C)C.Cl.O, predict the reaction product. The product is: [NH2:7][CH2:8][CH:9]([C:37]1[CH:38]=[CH:39][C:40]([Cl:43])=[CH:41][CH:42]=1)[C:10]([N:12]1[CH2:13][CH2:14][N:15]([C:18]2[C:19]3[C:26]([CH3:27])=[CH:25][N:24]([S:28]([C:31]4[CH:36]=[CH:35][CH:34]=[CH:33][CH:32]=4)(=[O:30])=[O:29])[C:20]=3[N:21]=[CH:22][N:23]=2)[CH2:16][CH2:17]1)=[O:11].